Predict which catalyst facilitates the given reaction. From a dataset of Catalyst prediction with 721,799 reactions and 888 catalyst types from USPTO. (1) Reactant: O.[OH-].[Li+].[CH:4]1([C@H:10]([NH:15][C:16]([C:18]2[C:27]([NH:28][C:29](=[O:43])[CH2:30][C:31]3[C:36]([Cl:37])=[CH:35][C:34]([C:38]([F:41])([F:40])[F:39])=[CH:33][C:32]=3[Cl:42])=[CH:26][C:25]3[C:20](=[CH:21][CH:22]=[CH:23][CH:24]=3)[CH:19]=2)=[O:17])[C:11]([O:13]C)=[O:12])[CH2:9][CH2:8][CH2:7][CH2:6][CH2:5]1.CO.Cl. Product: [CH:4]1([C@H:10]([NH:15][C:16]([C:18]2[C:27]([NH:28][C:29](=[O:43])[CH2:30][C:31]3[C:36]([Cl:37])=[CH:35][C:34]([C:38]([F:39])([F:40])[F:41])=[CH:33][C:32]=3[Cl:42])=[CH:26][C:25]3[C:20](=[CH:21][CH:22]=[CH:23][CH:24]=3)[CH:19]=2)=[O:17])[C:11]([OH:13])=[O:12])[CH2:9][CH2:8][CH2:7][CH2:6][CH2:5]1. The catalyst class is: 20. (2) Reactant: [F:1][C:2]1[CH:7]=[CH:6][C:5]([N:8]2C(=O)[C@H:10]([S:13][CH2:14][C:15]([C:17]3[CH:22]=[CH:21][C:20]([F:23])=[CH:19][CH:18]=3)=[O:16])[C@H:9]2[C:24]2[CH:38]=[CH:37][C:27]([O:28][CH2:29][C:30]([NH:32][CH2:33][C:34]([OH:36])=O)=[O:31])=[CH:26][CH:25]=2)=[CH:4][CH:3]=1.CN1CCOCC1.CN(C(ON1N=NC2C=CC=CC1=2)=[N+](C)C)C.[B-](F)(F)(F)F.[CH3:68][NH:69][C:70]([CH3:75])([CH3:74])[C:71]([OH:73])=[O:72].[BH4-].[Na+].[CH3:78][OH:79]. Product: [F:1][C:2]1[CH:7]=[CH:6][C:5]([N:8]2[C:78](=[O:79])[C@H:10]([S:13][CH2:14][CH:15]([C:17]3[CH:22]=[CH:21][C:20]([F:23])=[CH:19][CH:18]=3)[OH:16])[C@H:9]2[C:24]2[CH:38]=[CH:37][C:27]([O:28][CH2:29][C:30]([NH:32][CH2:33][C:34]([N:69]([CH3:68])[C:70]([CH3:75])([C:71]([OH:73])=[O:72])[CH3:74])=[O:36])=[O:31])=[CH:26][CH:25]=2)=[CH:4][CH:3]=1. The catalyst class is: 3. (3) Reactant: [Br:1][C:2]1[CH:3]=[C:4]2[C:9](=[CH:10][CH:11]=1)[N:8]=[CH:7][CH:6]=[C:5]2Cl.C([O:20][C:21]1[CH:22]=[CH:23][C:24]([CH3:28])=[C:25]([OH:27])[CH:26]=1)C1C=CC=CC=1.C(=O)([O-])[O-].[K+].[K+].C1(SC)C=CC=CC=1. Product: [Br:1][C:2]1[CH:3]=[C:4]2[C:9](=[CH:10][CH:11]=1)[N:8]=[CH:7][CH:6]=[C:5]2[O:27][C:25]1[CH:26]=[C:21]([OH:20])[CH:22]=[CH:23][C:24]=1[CH3:28]. The catalyst class is: 47.